From a dataset of Forward reaction prediction with 1.9M reactions from USPTO patents (1976-2016). Predict the product of the given reaction. Given the reactants C([NH:4][C:5]1[C:15]([N+:16]([O-:18])=[O:17])=[CH:14][C:8]([C:9]([O:11]CC)=[O:10])=[C:7]([O:19][CH3:20])[CH:6]=1)(=O)C.[OH-].[Na+].O.Cl, predict the reaction product. The product is: [NH2:4][C:5]1[C:15]([N+:16]([O-:18])=[O:17])=[CH:14][C:8]([C:9]([OH:11])=[O:10])=[C:7]([O:19][CH3:20])[CH:6]=1.